From a dataset of Reaction yield outcomes from USPTO patents with 853,638 reactions. Predict the reaction yield, written as a fraction of the theoretical maximum amount of product (1.0 means a 100% yield; for example, 0.34 means a 34% yield). (1) The reactants are [CH3:1][C:2]1[CH:7]=[CH:6][C:5]([C:8]2[CH:13]=[C:12]([N+:14]([O-:16])=[O:15])[CH:11]=[C:10]([C:17]([OH:19])=[O:18])[CH:9]=2)=[CH:4][CH:3]=1.O=S(Cl)Cl.[CH3:24]O. No catalyst specified. The product is [CH3:24][O:18][C:17]([C:10]1[CH:9]=[C:8]([C:5]2[CH:6]=[CH:7][C:2]([CH3:1])=[CH:3][CH:4]=2)[CH:13]=[C:12]([N+:14]([O-:16])=[O:15])[CH:11]=1)=[O:19]. The yield is 0.920. (2) The reactants are [C:1]([C:5]1[CH:6]=[CH:7][C:8]([OH:13])=[C:9]([CH:12]=1)[CH:10]=[O:11])([CH3:4])([CH3:3])[CH3:2].F[B-](F)(F)F.[O:19]=[N+:20]=[O:21].[C:22](=O)([O-])[O-].[K+].[K+].CI. The catalyst is C(#N)C.CN(C=O)C.O. The product is [C:1]([C:5]1[CH:6]=[C:7]([N+:20]([O-:21])=[O:19])[C:8]([O:13][CH3:22])=[C:9]([CH:12]=1)[CH:10]=[O:11])([CH3:4])([CH3:2])[CH3:3]. The yield is 0.840. (3) The reactants are C([Li])CCC.Br[C:7]1[CH:15]=[CH:14][C:10]([C:11]([OH:13])=[O:12])=[CH:9][C:8]=1[CH3:16].[CH:17]([S:20]SCCC)([CH3:19])[CH3:18].Cl. The catalyst is C1COCC1.[OH-].[Na+]. The product is [CH:17]([S:20][C:7]1[CH:15]=[CH:14][C:10]([C:11]([OH:13])=[O:12])=[CH:9][C:8]=1[CH3:16])([CH3:19])[CH3:18]. The yield is 0.180. (4) The reactants are [SH:1][C:2]1[CH:9]=[CH:8][C:5]([C:6]#[N:7])=[CH:4][CH:3]=1.Br[CH2:11][CH3:12].C(=O)([O-])[O-].[K+].[K+]. The catalyst is CN(C=O)C. The product is [CH2:11]([S:1][C:2]1[CH:9]=[CH:8][C:5]([C:6]#[N:7])=[CH:4][CH:3]=1)[CH3:12]. The yield is 0.830. (5) The reactants are CS(O)(=O)=O.[NH2:6][CH2:7][C:8]1[CH:9]=[C:10]2[C:14](=[CH:15][CH:16]=1)[C:13](=[O:17])[N:12]([CH:18]1[CH2:23][CH2:22][C:21](=[O:24])[NH:20][C:19]1=[O:25])[CH2:11]2.[Cl:26][C:27]1[CH:35]=[CH:34][C:30]([C:31](Cl)=[O:32])=[CH:29][CH:28]=1.Cl. The catalyst is CN(C=O)C. The product is [Cl:26][C:27]1[CH:35]=[CH:34][C:30]([C:31]([NH:6][CH2:7][C:8]2[CH:9]=[C:10]3[C:14](=[CH:15][CH:16]=2)[C:13](=[O:17])[N:12]([CH:18]2[CH2:23][CH2:22][C:21](=[O:24])[NH:20][C:19]2=[O:25])[CH2:11]3)=[O:32])=[CH:29][CH:28]=1. The yield is 0.400.